This data is from Catalyst prediction with 721,799 reactions and 888 catalyst types from USPTO. The task is: Predict which catalyst facilitates the given reaction. (1) Reactant: O.[OH-].[Li+].[N:4]([CH2:7][C:8]1[CH:17]=[CH:16][C:11]([C:12]([O:14]C)=[O:13])=[C:10]([Cl:18])[CH:9]=1)=[N+:5]=[N-:6]. Product: [N:4]([CH2:7][C:8]1[CH:17]=[CH:16][C:11]([C:12]([OH:14])=[O:13])=[C:10]([Cl:18])[CH:9]=1)=[N+:5]=[N-:6]. The catalyst class is: 132. (2) Product: [NH2:30][C:24]1[C:23]([O:22][CH:20]2[CH2:21][N:18]([C:10]([C:11]3[CH:12]=[CH:13][CH:14]=[CH:15][CH:16]=3)=[O:17])[CH2:19]2)=[N:28][C:27]([Br:29])=[CH:26][N:25]=1. The catalyst class is: 2. Reactant: [C:10](O[C:10](=[O:17])[C:11]1[CH:16]=[CH:15][CH:14]=[CH:13][CH:12]=1)(=[O:17])[C:11]1[CH:16]=[CH:15][CH:14]=[CH:13][CH:12]=1.[NH:18]1[CH2:21][CH:20]([O:22][C:23]2[C:24]([NH2:30])=[N:25][CH:26]=[C:27]([Br:29])[N:28]=2)[CH2:19]1. (3) Reactant: [NH2:1][C:2]1[CH:18]=[CH:17][CH:16]=[CH:15][C:3]=1[CH2:4][N:5]1[CH:9]([O:10][CH3:11])[C:8]([CH3:13])([CH3:12])[O:7][C:6]1=[O:14].C(N(CC)CC)C.[F:26][C:27]([F:40])([F:39])[S:28](O[S:28]([C:27]([F:40])([F:39])[F:26])(=[O:30])=[O:29])(=[O:30])=[O:29].O. Product: [CH3:11][O:10][CH:9]1[C:8]([CH3:13])([CH3:12])[O:7][C:6](=[O:14])[N:5]1[CH2:4][C:3]1[CH:15]=[CH:16][CH:17]=[CH:18][C:2]=1[NH:1][S:28]([C:27]([F:40])([F:39])[F:26])(=[O:30])=[O:29]. The catalyst class is: 22. (4) Reactant: [NH2:1][C:2]1[N:11]=[C:10]([C:12]2[CH:17]=[CH:16][CH:15]=[CH:14][C:13]=2[OH:18])[CH:9]=[C:8]([CH:19]2[CH2:24][CH2:23][CH2:22][N:21]([C:25](OCC3C=CC=CC=3)=[O:26])[CH2:20]2)[C:3]=1C(OC)=O. Product: [NH2:1][C:2]1[C:3]2[C:25](=[O:26])[N:21]3[CH2:20][CH:19]([CH2:24][CH2:23][CH2:22]3)[C:8]=2[CH:9]=[C:10]([C:12]2[CH:17]=[CH:16][CH:15]=[CH:14][C:13]=2[OH:18])[N:11]=1. The catalyst class is: 403. (5) Reactant: [BH4-].[Na+].[CH:3]([C:5]1[CH:6]=[C:7]([NH:14][C:15](=[O:21])[O:16][C:17]([CH3:20])([CH3:19])[CH3:18])[C:8]2[O:12][CH2:11][O:10][C:9]=2[CH:13]=1)=[O:4]. Product: [OH:4][CH2:3][C:5]1[CH:6]=[C:7]([NH:14][C:15](=[O:21])[O:16][C:17]([CH3:19])([CH3:18])[CH3:20])[C:8]2[O:12][CH2:11][O:10][C:9]=2[CH:13]=1. The catalyst class is: 5. (6) Reactant: Br[C:2]1[CH:11]=[N:10][C:9]2[N:8]([CH3:12])[CH2:7][CH2:6][O:5][C:4]=2[CH:3]=1.[CH3:13][C:14]1([CH3:30])[C:18]([CH3:20])([CH3:19])[O:17][B:16]([B:16]2[O:17][C:18]([CH3:20])([CH3:19])[C:14]([CH3:30])([CH3:13])[O:15]2)[O:15]1.C([O-])(=O)C.[K+].ClCCl.O1CCOCC1. Product: [CH3:12][N:8]1[CH2:7][CH2:6][O:5][C:4]2[CH:3]=[C:2]([B:16]3[O:17][C:18]([CH3:20])([CH3:19])[C:14]([CH3:30])([CH3:13])[O:15]3)[CH:11]=[N:10][C:9]1=2. The catalyst class is: 140.